This data is from NCI-60 drug combinations with 297,098 pairs across 59 cell lines. The task is: Regression. Given two drug SMILES strings and cell line genomic features, predict the synergy score measuring deviation from expected non-interaction effect. (1) Drug 1: CC1=CC2C(CCC3(C2CCC3(C(=O)C)OC(=O)C)C)C4(C1=CC(=O)CC4)C. Drug 2: CC=C1C(=O)NC(C(=O)OC2CC(=O)NC(C(=O)NC(CSSCCC=C2)C(=O)N1)C(C)C)C(C)C. Cell line: HCC-2998. Synergy scores: CSS=59.6, Synergy_ZIP=-0.679, Synergy_Bliss=-1.58, Synergy_Loewe=-67.3, Synergy_HSA=-3.45. (2) Drug 1: C1=CC(=CC=C1CC(C(=O)O)N)N(CCCl)CCCl.Cl. Drug 2: CC1=C2C(C(=O)C3(C(CC4C(C3C(C(C2(C)C)(CC1OC(=O)C(C(C5=CC=CC=C5)NC(=O)OC(C)(C)C)O)O)OC(=O)C6=CC=CC=C6)(CO4)OC(=O)C)O)C)O. Cell line: MALME-3M. Synergy scores: CSS=29.7, Synergy_ZIP=-1.63, Synergy_Bliss=1.20, Synergy_Loewe=-6.53, Synergy_HSA=2.63. (3) Drug 1: C1=CC(=CC=C1CC(C(=O)O)N)N(CCCl)CCCl.Cl. Drug 2: CC1=C(C(=O)C2=C(C1=O)N3CC4C(C3(C2COC(=O)N)OC)N4)N. Cell line: K-562. Synergy scores: CSS=26.5, Synergy_ZIP=-8.25, Synergy_Bliss=1.31, Synergy_Loewe=-11.5, Synergy_HSA=-0.824. (4) Drug 1: CCC1=C2CN3C(=CC4=C(C3=O)COC(=O)C4(CC)O)C2=NC5=C1C=C(C=C5)O. Drug 2: CCC1(CC2CC(C3=C(CCN(C2)C1)C4=CC=CC=C4N3)(C5=C(C=C6C(=C5)C78CCN9C7C(C=CC9)(C(C(C8N6C)(C(=O)OC)O)OC(=O)C)CC)OC)C(=O)OC)O.OS(=O)(=O)O. Cell line: K-562. Synergy scores: CSS=-1.29, Synergy_ZIP=4.07, Synergy_Bliss=3.74, Synergy_Loewe=1.13, Synergy_HSA=-3.67. (5) Cell line: EKVX. Synergy scores: CSS=0.492, Synergy_ZIP=-0.380, Synergy_Bliss=-0.711, Synergy_Loewe=0.0519, Synergy_HSA=-0.925. Drug 2: C1CN(P(=O)(OC1)NCCCl)CCCl. Drug 1: CC1C(C(CC(O1)OC2CC(CC3=C2C(=C4C(=C3O)C(=O)C5=C(C4=O)C(=CC=C5)OC)O)(C(=O)CO)O)N)O.Cl. (6) Drug 1: CC1=C(C=C(C=C1)NC2=NC=CC(=N2)N(C)C3=CC4=NN(C(=C4C=C3)C)C)S(=O)(=O)N.Cl. Drug 2: CNC(=O)C1=CC=CC=C1SC2=CC3=C(C=C2)C(=NN3)C=CC4=CC=CC=N4. Cell line: SN12C. Synergy scores: CSS=3.34, Synergy_ZIP=-2.24, Synergy_Bliss=-1.40, Synergy_Loewe=-0.655, Synergy_HSA=-0.540. (7) Drug 1: C1=NC2=C(N=C(N=C2N1C3C(C(C(O3)CO)O)F)Cl)N. Drug 2: CS(=O)(=O)CCNCC1=CC=C(O1)C2=CC3=C(C=C2)N=CN=C3NC4=CC(=C(C=C4)OCC5=CC(=CC=C5)F)Cl. Cell line: HS 578T. Synergy scores: CSS=5.28, Synergy_ZIP=-1.77, Synergy_Bliss=1.44, Synergy_Loewe=-4.69, Synergy_HSA=-0.300.